This data is from Catalyst prediction with 721,799 reactions and 888 catalyst types from USPTO. The task is: Predict which catalyst facilitates the given reaction. (1) Reactant: [CH2:1]([O:3][C:4]([CH:6]1[CH2:11][CH2:10][CH:9]([CH2:12][C:13]([OH:15])=O)[CH2:8][CH2:7]1)=[O:5])[CH3:2].[Li+].C[Si]([N-][Si](C)(C)C)(C)C.[CH3:26][CH2:27][O:28][C:29]([CH3:31])=[O:30].N1(C(=O)CC2CCC(C(OCC)=O)CC2)C=CN=C1. Product: [CH2:27]([O:28][C:29](=[O:30])[CH2:31][C:13](=[O:15])[CH2:12][CH:9]1[CH2:8][CH2:7][CH:6]([C:4]([O:3][CH2:1][CH3:2])=[O:5])[CH2:11][CH2:10]1)[CH3:26]. The catalyst class is: 1. (2) Reactant: [N:1]([CH2:4][C:5]([CH2:20][N:21]=[N+]=[N-])([CH3:19])[CH2:6][C:7](=[O:18])[CH2:8][CH2:9][O:10][Si:11]([C:14]([CH3:17])([CH3:16])[CH3:15])([CH3:13])[CH3:12])=[N+]=[N-]. Product: [NH2:21][CH2:20][C:5]([CH2:4][NH2:1])([CH3:19])[CH2:6][C:7](=[O:18])[CH2:8][CH2:9][O:10][Si:11]([C:14]([CH3:16])([CH3:17])[CH3:15])([CH3:12])[CH3:13]. The catalyst class is: 19. (3) Reactant: P([O-])([O-])([O-])=O.[K+].[K+].[K+].Cl[C:10]1[CH:11]=[CH:12][C:13]2[N:19]3[CH2:20][C@H:16]([CH2:17][CH2:18]3)[N:15]([C:21]([NH:23][C:24]3[CH:29]=[N:28][CH:27]=[CH:26][N:25]=3)=[O:22])[C:14]=2[N:30]=1.[F:31][CH:32]([F:42])[C:33]1[CH:38]=[C:37](B(O)O)[CH:36]=[CH:35][N:34]=1.CC(C1C=C(C(C)C)C(C2C=CC=CC=2P(C2CCCCC2)C2CCCCC2)=C(C(C)C)C=1)C. Product: [F:31][CH:32]([F:42])[C:33]1[CH:38]=[C:37]([C:10]2[CH:11]=[CH:12][C:13]3[N:19]4[CH2:20][C@H:16]([CH2:17][CH2:18]4)[N:15]([C:21]([NH:23][C:24]4[CH:29]=[N:28][CH:27]=[CH:26][N:25]=4)=[O:22])[C:14]=3[N:30]=2)[CH:36]=[CH:35][N:34]=1. The catalyst class is: 488. (4) Reactant: [OH:1][CH2:2][C@@H:3]([NH:5][S:6]([C:9]1[CH:14]=[CH:13][CH:12]=[CH:11][C:10]=1[N+:15]([O-:17])=[O:16])(=[O:8])=[O:7])[CH3:4].CN1CCOCC1.[CH3:25][S:26](Cl)(=[O:28])=[O:27]. Product: [CH3:25][S:26]([O:1][CH2:2][C@@H:3]([NH:5][S:6]([C:9]1[CH:14]=[CH:13][CH:12]=[CH:11][C:10]=1[N+:15]([O-:17])=[O:16])(=[O:7])=[O:8])[CH3:4])(=[O:28])=[O:27]. The catalyst class is: 2. (5) Reactant: [H-].[Na+].[Cl:3][C:4]1[CH:5]=[C:6]([CH:31]=[CH:32][C:33]=1[O:34][CH:35]([CH3:37])[CH3:36])[C:7]([NH:9][C@H:10]([CH2:28][CH2:29][OH:30])[CH2:11][C:12]1[CH:17]=[CH:16][C:15]([C:18]2[N:19]=[C:20]([C:24](=NO)[CH3:25])[N:21]([CH3:23])[CH:22]=2)=[CH:14][CH:13]=1)=[O:8].Br[CH2:39][CH2:40][O:41][Si](C(C)(C)C)(C)C.CN(C=[O:53])C. Product: [Cl:3][C:4]1[CH:5]=[C:6]([CH:31]=[CH:32][C:33]=1[O:34][CH:35]([CH3:36])[CH3:37])[C:7]([NH:9][C@H:10]([CH2:28][CH2:29][OH:30])[CH2:11][C:12]1[CH:17]=[CH:16][C:15]([C:18]2[N:19]=[C:20]([C:24]3([CH3:25])[O:41][CH2:40][CH2:39][O:53]3)[N:21]([CH3:23])[CH:22]=2)=[CH:14][CH:13]=1)=[O:8]. The catalyst class is: 25. (6) Reactant: C[O-].[Na+].CO[CH2:6][C:7](=[CH:10][C:11]1[CH:16]=[CH:15][CH:14]=[CH:13][C:12]=1[O:17][CH3:18])[C:8]#[N:9].[C:19]1([NH:25][NH2:26])[CH:24]=[CH:23][CH:22]=[CH:21][CH:20]=1. Product: [CH3:18][O:17][C:12]1[CH:13]=[CH:14][CH:15]=[CH:16][C:11]=1[CH2:10][C:7]1[C:8]([NH2:9])=[N:26][N:25]([C:19]2[CH:24]=[CH:23][CH:22]=[CH:21][CH:20]=2)[CH:6]=1. The catalyst class is: 816. (7) Reactant: N[C:2]1[CH:9]=[C:8]([F:10])[C:5]([C:6]#[N:7])=[C:4]([Cl:11])[CH:3]=1.S(=O)(=O)(O)O.N([O-])=O.[Na+].[I-:21].[K+]. Product: [Cl:11][C:4]1[CH:3]=[C:2]([I:21])[CH:9]=[C:8]([F:10])[C:5]=1[C:6]#[N:7]. The catalyst class is: 578. (8) Reactant: C(OC(=O)[NH:7][C:8]1[CH:13]=[C:12]([NH:14][CH2:15][CH:16]([CH3:18])[CH3:17])[C:11]([C:19]([F:22])([F:21])[F:20])=[CH:10][C:9]=1[NH:23][C:24](=[O:40])[CH2:25][C:26](=O)[C:27]1[CH:32]=[CH:31][CH:30]=[C:29]([C:33]2[CH:38]=[CH:37][N:36]=[CH:35][CH:34]=2)[CH:28]=1)(C)(C)C.C(O)(C(F)(F)F)=O. Product: [CH2:15]([NH:14][C:12]1[C:11]([C:19]([F:22])([F:20])[F:21])=[CH:10][C:9]2[NH:23][C:24](=[O:40])[CH2:25][C:26]([C:27]3[CH:32]=[CH:31][CH:30]=[C:29]([C:33]4[CH:38]=[CH:37][N:36]=[CH:35][CH:34]=4)[CH:28]=3)=[N:7][C:8]=2[CH:13]=1)[CH:16]([CH3:17])[CH3:18]. The catalyst class is: 2.